This data is from Full USPTO retrosynthesis dataset with 1.9M reactions from patents (1976-2016). The task is: Predict the reactants needed to synthesize the given product. (1) Given the product [F:1][C:2]([F:17])([F:18])[C:3]1[CH:4]=[C:5]([CH2:13][C:14]([NH:72][CH2:71][C:62]2[CH:63]=[C:64]([C:67]([F:68])([F:69])[F:70])[CH:65]=[CH:66][C:61]=2[C:59]2[CH:60]=[C:55]([CH:52]([CH3:54])[CH3:53])[CH:56]=[CH:57][C:58]=2[O:73][CH3:74])=[O:15])[CH:6]=[C:7]([C:9]([F:10])([F:11])[F:12])[CH:8]=1, predict the reactants needed to synthesize it. The reactants are: [F:1][C:2]([F:18])([F:17])[C:3]1[CH:4]=[C:5]([CH2:13][C:14](O)=[O:15])[CH:6]=[C:7]([C:9]([F:12])([F:11])[F:10])[CH:8]=1.C(N(CC)C(C)C)(C)C.CN(C(ON1N=NC2C=CC=NC1=2)=[N+](C)C)C.F[P-](F)(F)(F)(F)F.[CH:52]([C:55]1[CH:56]=[CH:57][C:58]([O:73][CH3:74])=[C:59]([C:61]2[CH:66]=[CH:65][C:64]([C:67]([F:70])([F:69])[F:68])=[CH:63][C:62]=2[CH2:71][NH2:72])[CH:60]=1)([CH3:54])[CH3:53]. (2) Given the product [C:1]([O:5][C:6]([N:8]1[CH2:13][CH2:12][CH:11]([NH:14][CH:15]([CH3:16])[CH3:19])[CH2:10][CH2:9]1)=[O:7])([CH3:4])([CH3:2])[CH3:3], predict the reactants needed to synthesize it. The reactants are: [C:1]([O:5][C:6]([N:8]1[CH2:13][CH2:12][CH:11]([NH2:14])[CH2:10][CH2:9]1)=[O:7])([CH3:4])([CH3:3])[CH3:2].[C:15](O)(=O)[CH3:16].[C:19](#N)C. (3) Given the product [OH:7][C:6]1[C:5]([CH2:4][OH:3])=[C:11]([CH:10]=[CH:9][CH:8]=1)[CH2:12][CH2:13][N:14]1[CH2:15][CH2:16][CH:17]([C:20]([O:22][CH2:23][CH3:24])=[O:21])[CH2:18][CH2:19]1, predict the reactants needed to synthesize it. The reactants are: CC1(C)[O:7][C:6]2[CH:8]=[CH:9][CH:10]=[C:11]([CH2:12][CH2:13][N:14]3[CH2:19][CH2:18][CH:17]([C:20]([O:22][CH2:23][CH3:24])=[O:21])[CH2:16][CH2:15]3)[C:5]=2[CH2:4][O:3]1.O. (4) Given the product [F:35][C:32]([F:33])([F:34])[O:31][C:28]1[CH:27]=[CH:26][C:25]([N:22]2[CH:23]=[N:24][C:20]([C:17]3[CH:18]=[CH:19][C:14]([CH2:13][CH2:12][NH:4][CH2:1][CH:2]=[CH2:3])=[CH:15][CH:16]=3)=[N:21]2)=[CH:30][CH:29]=1, predict the reactants needed to synthesize it. The reactants are: [CH2:1]([N:4]([CH2:12][CH2:13][C:14]1[CH:19]=[CH:18][C:17]([C:20]2[N:24]=[CH:23][N:22]([C:25]3[CH:30]=[CH:29][C:28]([O:31][C:32]([F:35])([F:34])[F:33])=[CH:27][CH:26]=3)[N:21]=2)=[CH:16][CH:15]=1)C(=O)OC(C)(C)C)[CH:2]=[CH2:3].C(=O)(O)[O-].[Na+].